This data is from Forward reaction prediction with 1.9M reactions from USPTO patents (1976-2016). The task is: Predict the product of the given reaction. (1) Given the reactants [CH2:1]([O:3][C:4](=[O:14])[C:5]([C:8]1[CH:9]=[N:10][CH:11]=[CH:12][CH:13]=1)=[CH:6]O)[CH3:2].[N:15]1[CH:20]=[CH:19][CH:18]=[CH:17][C:16]=1[NH:21][NH2:22], predict the reaction product. The product is: [CH2:1]([O:3][C:4](=[O:14])[CH:5]([C:8]1[CH:9]=[N:10][CH:11]=[CH:12][CH:13]=1)[CH:6]=[N:22][NH:21][C:16]1[CH:17]=[CH:18][CH:19]=[CH:20][N:15]=1)[CH3:2]. (2) Given the reactants [OH:1][C:2]1[CH:7]=[CH:6][CH:5]=CN=1.[CH2:8]([O:10][C:11](=[O:14])[CH2:12]Br)C.C([O-])([O-])=O.[Na+].[Na+], predict the reaction product. The product is: [CH3:8][O:10][C:11](=[O:14])[CH2:12][C@@H:2]1[CH2:7][CH2:6][CH2:5][O:1]1. (3) The product is: [CH3:17][C:12]1[C:11]([C:8]2[CH:9]=[C:10]3[C:5](=[CH:6][CH:7]=2)[NH:4][C:3](=[O:18])[C:2]3([N:37]2[CH2:36][CH2:35][N:34]([C:40]([O:42][C:43]([CH3:46])([CH3:45])[CH3:44])=[O:41])[CH2:39][CH2:38]2)[C:19]2[CH:20]=[CH:21][CH:22]=[CH:23][CH:24]=2)=[C:15]([CH3:16])[O:14][N:13]=1. Given the reactants Cl[C:2]1([C:19]2[CH:24]=[CH:23][CH:22]=[CH:21][CH:20]=2)[C:10]2[C:5](=[CH:6][CH:7]=[C:8]([C:11]3[C:12]([CH3:17])=[N:13][O:14][C:15]=3[CH3:16])[CH:9]=2)[NH:4][C:3]1=[O:18].CCN(C(C)C)C(C)C.[N:34]1([C:40]([O:42][C:43]([CH3:46])([CH3:45])[CH3:44])=[O:41])[CH2:39][CH2:38][NH:37][CH2:36][CH2:35]1, predict the reaction product. (4) Given the reactants C(O[C:6]([NH:8][CH2:9][CH2:10][C:11]1[C:19]2[C:14](=[CH:15][C:16]([Cl:20])=[CH:17][CH:18]=2)[NH:13][CH:12]=1)=O)(C)(C)C.[H-].[H-].[H-].[H-].[Li+].[Al+3], predict the reaction product. The product is: [CH3:6][NH:8][CH2:9][CH2:10][C:11]1[C:19]2[C:14](=[CH:15][C:16]([Cl:20])=[CH:17][CH:18]=2)[NH:13][CH:12]=1.